From a dataset of NCI-60 drug combinations with 297,098 pairs across 59 cell lines. Regression. Given two drug SMILES strings and cell line genomic features, predict the synergy score measuring deviation from expected non-interaction effect. (1) Drug 1: C1=C(C(=O)NC(=O)N1)F. Drug 2: C1=CC(=CC=C1CCCC(=O)O)N(CCCl)CCCl. Cell line: UACC-257. Synergy scores: CSS=27.5, Synergy_ZIP=2.26, Synergy_Bliss=4.73, Synergy_Loewe=6.74, Synergy_HSA=8.10. (2) Drug 1: C1CN1C2=NC(=NC(=N2)N3CC3)N4CC4. Drug 2: C1CCC(C(C1)N)N.C(=O)(C(=O)[O-])[O-].[Pt+4]. Cell line: NCI-H322M. Synergy scores: CSS=-3.53, Synergy_ZIP=0.398, Synergy_Bliss=3.19, Synergy_Loewe=-5.32, Synergy_HSA=-2.40. (3) Synergy scores: CSS=8.34, Synergy_ZIP=-0.630, Synergy_Bliss=1.97, Synergy_Loewe=0.128, Synergy_HSA=-0.194. Drug 1: C1CCN(CC1)CCOC2=CC=C(C=C2)C(=O)C3=C(SC4=C3C=CC(=C4)O)C5=CC=C(C=C5)O. Drug 2: CC1=CC=C(C=C1)C2=CC(=NN2C3=CC=C(C=C3)S(=O)(=O)N)C(F)(F)F. Cell line: ACHN. (4) Drug 1: C1=NC2=C(N=C(N=C2N1C3C(C(C(O3)CO)O)O)F)N. Drug 2: CC1=C(N=C(N=C1N)C(CC(=O)N)NCC(C(=O)N)N)C(=O)NC(C(C2=CN=CN2)OC3C(C(C(C(O3)CO)O)O)OC4C(C(C(C(O4)CO)O)OC(=O)N)O)C(=O)NC(C)C(C(C)C(=O)NC(C(C)O)C(=O)NCCC5=NC(=CS5)C6=NC(=CS6)C(=O)NCCC[S+](C)C)O. Cell line: NCI-H460. Synergy scores: CSS=30.9, Synergy_ZIP=0.908, Synergy_Bliss=0.0452, Synergy_Loewe=-23.8, Synergy_HSA=0.606. (5) Drug 1: C1=NC2=C(N1)C(=S)N=C(N2)N. Drug 2: B(C(CC(C)C)NC(=O)C(CC1=CC=CC=C1)NC(=O)C2=NC=CN=C2)(O)O. Cell line: CCRF-CEM. Synergy scores: CSS=32.1, Synergy_ZIP=-2.11, Synergy_Bliss=-6.61, Synergy_Loewe=-5.74, Synergy_HSA=-4.12. (6) Drug 1: C1=NC2=C(N=C(N=C2N1C3C(C(C(O3)CO)O)O)F)N. Drug 2: C1C(C(OC1N2C=NC3=C2NC=NCC3O)CO)O. Cell line: CAKI-1. Synergy scores: CSS=11.2, Synergy_ZIP=0.0838, Synergy_Bliss=5.18, Synergy_Loewe=-1.20, Synergy_HSA=3.86. (7) Drug 2: CC1CCC2CC(C(=CC=CC=CC(CC(C(=O)C(C(C(=CC(C(=O)CC(OC(=O)C3CCCCN3C(=O)C(=O)C1(O2)O)C(C)CC4CCC(C(C4)OC)OCCO)C)C)O)OC)C)C)C)OC. Synergy scores: CSS=37.5, Synergy_ZIP=12.5, Synergy_Bliss=11.8, Synergy_Loewe=9.94, Synergy_HSA=10.5. Cell line: MDA-MB-435. Drug 1: CC1=C2C(C(=O)C3(C(CC4C(C3C(C(C2(C)C)(CC1OC(=O)C(C(C5=CC=CC=C5)NC(=O)OC(C)(C)C)O)O)OC(=O)C6=CC=CC=C6)(CO4)OC(=O)C)O)C)O. (8) Drug 1: C1C(C(OC1N2C=C(C(=O)NC2=O)F)CO)O. Drug 2: C(=O)(N)NO. Cell line: KM12. Synergy scores: CSS=12.8, Synergy_ZIP=-2.31, Synergy_Bliss=0.836, Synergy_Loewe=-17.8, Synergy_HSA=-1.78. (9) Drug 1: C1CCN(CC1)CCOC2=CC=C(C=C2)C(=O)C3=C(SC4=C3C=CC(=C4)O)C5=CC=C(C=C5)O. Drug 2: CN(CCCl)CCCl.Cl. Cell line: IGROV1. Synergy scores: CSS=-1.66, Synergy_ZIP=-2.72, Synergy_Bliss=-1.46, Synergy_Loewe=-13.0, Synergy_HSA=-6.10.